From a dataset of Catalyst prediction with 721,799 reactions and 888 catalyst types from USPTO. Predict which catalyst facilitates the given reaction. (1) Reactant: [NH2:1][C:2]1[CH:7]=[C:6]([F:8])[C:5]([Br:9])=[CH:4][C:3]=1[NH:10][C:11]1[CH:16]=[CH:15][N:14]=[C:13]([NH2:17])[N:12]=1.[CH:18](OC)(OC)OC.CC1C=CC(S(O)(=O)=O)=CC=1.C([O-])(O)=O.[Na+]. Product: [Br:9][C:5]1[C:6]([F:8])=[CH:7][C:2]2[N:1]=[CH:18][N:10]([C:11]3[CH:16]=[CH:15][N:14]=[C:13]([NH2:17])[N:12]=3)[C:3]=2[CH:4]=1. The catalyst class is: 92. (2) Reactant: Cl[C:2]1[CH:7]=[C:6]([Cl:8])[N:5]=[N:4][C:3]=1[C:9]([O:11][CH2:12][CH3:13])=[O:10].[CH:14]([O:17][C:18]1[N:23]=[C:22]([NH2:24])[CH:21]=[CH:20][CH:19]=1)([CH3:16])[CH3:15]. Product: [Cl:8][C:6]1[N:5]=[N:4][C:3]([C:9]([O:11][CH2:12][CH3:13])=[O:10])=[C:2]([NH:24][C:22]2[CH:21]=[CH:20][CH:19]=[C:18]([O:17][CH:14]([CH3:16])[CH3:15])[N:23]=2)[CH:7]=1. The catalyst class is: 10. (3) Reactant: Cl.[F:2][C:3]1[CH:8]=[CH:7][C:6]([CH:9]([C:17]2[CH:22]=[CH:21][C:20]([F:23])=[CH:19][CH:18]=2)[CH:10]2[C:15](=[O:16])[CH2:14][CH2:13][NH:12][CH2:11]2)=[CH:5][CH:4]=1.Cl.Cl[CH2:26][C:27]1[CH:28]=[N:29][CH:30]=[CH:31][CH:32]=1.C(=O)([O-])[O-].[K+].[K+]. Product: [F:2][C:3]1[CH:8]=[CH:7][C:6]([CH:9]([C:17]2[CH:18]=[CH:19][C:20]([F:23])=[CH:21][CH:22]=2)[CH:10]2[C:15](=[O:16])[CH2:14][CH2:13][N:12]([CH2:26][C:27]3[CH:28]=[N:29][CH:30]=[CH:31][CH:32]=3)[CH2:11]2)=[CH:5][CH:4]=1. The catalyst class is: 9. (4) Reactant: [NH2:1][C:2]1[CH:7]=[CH:6][CH:5]=[C:4]([Br:8])[N:3]=1.CCN(C(C)C)C(C)C.[C:18]1([CH3:28])[CH:23]=[CH:22][C:21]([S:24](Cl)(=[O:26])=[O:25])=[CH:20][CH:19]=1. Product: [Br:8][C:4]1[N:3]=[C:2]([NH:1][S:24]([C:21]2[CH:22]=[CH:23][C:18]([CH3:28])=[CH:19][CH:20]=2)(=[O:26])=[O:25])[CH:7]=[CH:6][CH:5]=1. The catalyst class is: 4. (5) Reactant: [F:1][C:2]([F:19])([F:18])[C:3](O)([OH:16])[CH2:4][C:5]1[N:9]=[C:8]([C:10]2[CH:15]=[CH:14][CH:13]=[CH:12][CH:11]=2)[O:7][N:6]=1. Product: [F:1][C:2]([F:19])([F:18])[C:3]1[O:16][N:6]=[C:5]([NH:9][C:8](=[O:7])[C:10]2[CH:15]=[CH:14][CH:13]=[CH:12][CH:11]=2)[CH:4]=1. The catalyst class is: 16. (6) Reactant: [NH2:1][CH2:2][C@H:3]1[C@H:9]([C:10]2[CH:15]=[CH:14][C:13]([Cl:16])=[C:12]([Cl:17])[CH:11]=2)[O:8][CH2:7][CH2:6][N:5]([C:18]([O:20][C:21]([CH3:24])([CH3:23])[CH3:22])=[O:19])[CH2:4]1.C(N(CC)CC)C.Cl[C:33]([O:35][C:36]1[CH:41]=[CH:40][C:39]([N+:42]([O-:44])=[O:43])=[CH:38][CH:37]=1)=[O:34].O. Product: [Cl:17][C:12]1[CH:11]=[C:10]([C@@H:9]2[O:8][CH2:7][CH2:6][N:5]([C:18]([O:20][C:21]([CH3:24])([CH3:23])[CH3:22])=[O:19])[CH2:4][C@H:3]2[CH2:2][NH:1][C:33]([O:35][C:36]2[CH:37]=[CH:38][C:39]([N+:42]([O-:44])=[O:43])=[CH:40][CH:41]=2)=[O:34])[CH:15]=[CH:14][C:13]=1[Cl:16]. The catalyst class is: 1. (7) Reactant: [C:1]([C@@H:4]1[CH2:8][CH2:7][CH2:6][N:5]1[C:9]1[N:14]=[C:13]([Cl:15])[N:12]=[C:11]([C:16]([O:18]C)=O)[CH:10]=1)(=[O:3])[NH2:2].[NH3:20]. Product: [C:1]([C@@H:4]1[CH2:8][CH2:7][CH2:6][N:5]1[C:9]1[N:14]=[C:13]([Cl:15])[N:12]=[C:11]([C:16]([NH2:20])=[O:18])[CH:10]=1)(=[O:3])[NH2:2]. The catalyst class is: 5. (8) Reactant: [CH3:1][CH2:2][CH2:3][C@H:4]([NH:10][C@H:11]([C:13]([OH:15])=[O:14])[CH3:12])[C:5]([O:7][CH2:8][CH3:9])=[O:6].[C:16](N1C=CN=C1)(N1C=CN=C1)=[O:17]. Product: [CH3:12][C@H:11]1[C:13](=[O:15])[O:14][C:16](=[O:17])[N:10]1[C@@H:4]([CH2:3][CH2:2][CH3:1])[C:5]([O:7][CH2:8][CH3:9])=[O:6]. The catalyst class is: 11. (9) Reactant: Br[C:2]1[CH:24]=[CH:23][C:5]2[CH2:6][CH2:7][CH2:8][CH2:9][N:10]([S:11]([C:14]3[CH:19]=[CH:18][CH:17]=[C:16]([N+:20]([O-:22])=[O:21])[CH:15]=3)(=[O:13])=[O:12])[C:4]=2[CH:3]=1.O.N.[CH3:27][N:28](C=O)C. Product: [N+:20]([C:16]1[CH:15]=[C:14]([S:11]([N:10]2[C:4]3[CH:3]=[C:2]([C:27]#[N:28])[CH:24]=[CH:23][C:5]=3[CH2:6][CH2:7][CH2:8][CH2:9]2)(=[O:12])=[O:13])[CH:19]=[CH:18][CH:17]=1)([O-:22])=[O:21]. The catalyst class is: 267. (10) Reactant: O=[C:2]1[C:11]2[C:10]([C:12](O)=[O:13])=[CH:9][CH:8]=[CH:7][C:6]=2[NH:5][C:4]([C:15]([OH:17])=[O:16])=[CH:3]1.O.[NH2:19][NH2:20]. Product: [O:13]=[C:12]1[C:10]2[CH:9]=[CH:8][CH:7]=[C:6]3[NH:5][C:4]([C:15]([OH:17])=[O:16])=[CH:3][C:2]([C:11]=23)=[N:20][NH:19]1. The catalyst class is: 196.